This data is from Reaction yield outcomes from USPTO patents with 853,638 reactions. The task is: Predict the reaction yield, written as a fraction of the theoretical maximum amount of product (1.0 means a 100% yield; for example, 0.34 means a 34% yield). (1) The reactants are [OH:1][C:2]1[CH:10]=[CH:9][CH:8]=[CH:7][C:3]=1[C:4](O)=O.[C:11]([O-:14])([O-])=[O:12].[Cs+].[Cs+].CC(C)(C(=O)CC(=O)C(C)(C)C)C.Br[C:31]1[CH:32]=[C:33]2[C:37](=[CH:38][CH:39]=1)[N:36]([CH2:40][CH:41]([CH3:43])[CH3:42])[N:35]=[CH:34]2. The catalyst is CN1C(=O)CCC1.Cl[Cu]. The product is [CH2:40]([N:36]1[C:37]2[C:33](=[CH:32][C:31]([O:1][C:2]3[CH:10]=[CH:9][CH:8]=[CH:7][C:3]=3[CH2:4][C:11]([OH:14])=[O:12])=[CH:39][CH:38]=2)[CH:34]=[N:35]1)[CH:41]([CH3:43])[CH3:42]. The yield is 0.360. (2) The reactants are [CH2:1]([O:3][C:4]([C:6]1[C:7](O)=[N:8][C:9]2[C:14]([C:15]=1[CH3:16])=[CH:13][CH:12]=[C:11]([C:17]([F:20])([F:19])[F:18])[CH:10]=2)=[O:5])[CH3:2].O=P(Cl)(Cl)[Cl:24]. No catalyst specified. The product is [CH2:1]([O:3][C:4]([C:6]1[C:7]([Cl:24])=[N:8][C:9]2[C:14]([C:15]=1[CH3:16])=[CH:13][CH:12]=[C:11]([C:17]([F:20])([F:19])[F:18])[CH:10]=2)=[O:5])[CH3:2]. The yield is 0.980. (3) The reactants are [C:1]([C:3]1[C:8]([CH2:9][C:10]([O:12][CH3:13])=[O:11])=[CH:7][CH:6]=[CH:5][N:4]=1)#[CH:2].C(N(CC)CC)C.Cl[C:22]1[C:27]([C:28]([F:31])([F:30])[F:29])=[CH:26][N:25]=[C:24]([NH:32][C:33]2[CH:38]=[CH:37][C:36]([CH:39]3[CH2:44][CH2:43][N:42]([C:45]([O:47][C:48]([CH3:51])([CH3:50])[CH3:49])=[O:46])[CH2:41][CH2:40]3)=[CH:35][CH:34]=2)[N:23]=1.C1(P(C2C=CC=CC=2)C2C=CC=CC=2)C=CC=CC=1. The catalyst is CN(C)C=O.CCOC(C)=O.Cl[Pd](Cl)([P](C1C=CC=CC=1)(C1C=CC=CC=1)C1C=CC=CC=1)[P](C1C=CC=CC=1)(C1C=CC=CC=1)C1C=CC=CC=1. The product is [CH3:13][O:12][C:10](=[O:11])[CH2:9][C:8]1[C:3]([C:1]#[C:2][C:26]2[C:27]([C:28]([F:29])([F:30])[F:31])=[CH:22][N:23]=[C:24]([NH:32][C:33]3[CH:38]=[CH:37][C:36]([CH:39]4[CH2:40][CH2:41][N:42]([C:45]([O:47][C:48]([CH3:51])([CH3:50])[CH3:49])=[O:46])[CH2:43][CH2:44]4)=[CH:35][CH:34]=3)[N:25]=2)=[N:4][CH:5]=[CH:6][CH:7]=1. The yield is 0.720.